This data is from NCI-60 drug combinations with 297,098 pairs across 59 cell lines. The task is: Regression. Given two drug SMILES strings and cell line genomic features, predict the synergy score measuring deviation from expected non-interaction effect. Drug 1: CCC1=CC2CC(C3=C(CN(C2)C1)C4=CC=CC=C4N3)(C5=C(C=C6C(=C5)C78CCN9C7C(C=CC9)(C(C(C8N6C)(C(=O)OC)O)OC(=O)C)CC)OC)C(=O)OC.C(C(C(=O)O)O)(C(=O)O)O. Drug 2: CN1C2=C(C=C(C=C2)N(CCCl)CCCl)N=C1CCCC(=O)O.Cl. Cell line: RXF 393. Synergy scores: CSS=15.6, Synergy_ZIP=-4.65, Synergy_Bliss=-4.26, Synergy_Loewe=-27.2, Synergy_HSA=-4.20.